Dataset: Forward reaction prediction with 1.9M reactions from USPTO patents (1976-2016). Task: Predict the product of the given reaction. (1) Given the reactants C(OC([N:8]1[CH2:12][CH2:11][CH2:10][C@@H:9]1[CH2:13][O:14][C:15]1[CH:20]=[CH:19][C:18]([O:21][C:22]2[CH:27]=[CH:26][CH:25]=[CH:24][CH:23]=2)=[CH:17][CH:16]=1)=O)(C)(C)C.Cl, predict the reaction product. The product is: [O:21]([C:18]1[CH:19]=[CH:20][C:15]([O:14][CH2:13][C@H:9]2[CH2:10][CH2:11][CH2:12][NH:8]2)=[CH:16][CH:17]=1)[C:22]1[CH:23]=[CH:24][CH:25]=[CH:26][CH:27]=1. (2) Given the reactants [CH2:1]([C:5]1[C:9]([CH2:10][O:11][C:12]2[CH:20]=[CH:19][C:15]([C:16]([OH:18])=O)=[CH:14][N:13]=2)=[C:8]([CH3:21])[O:7][N:6]=1)[CH2:2][CH2:3][CH3:4].[CH3:22][C:23]1([NH2:26])[CH2:25][CH2:24]1, predict the reaction product. The product is: [CH2:1]([C:5]1[C:9]([CH2:10][O:11][C:12]2[CH:20]=[CH:19][C:15]([C:16]([NH:26][C:23]3([CH3:22])[CH2:25][CH2:24]3)=[O:18])=[CH:14][N:13]=2)=[C:8]([CH3:21])[O:7][N:6]=1)[CH2:2][CH2:3][CH3:4]. (3) Given the reactants [Br:1][C:2]1[CH:3]=[C:4]2[C:9](=[CH:10][CH:11]=1)[NH:8][C:7](=[O:12])[CH2:6][C:5]2([CH3:14])[CH3:13].C(=O)([O-])[O-].[Cs+].[Cs+].[C:21]([O:27][CH2:28]I)(=[O:26])[C:22]([CH3:25])([CH3:24])[CH3:23].O, predict the reaction product. The product is: [CH3:23][C:22]([CH3:25])([CH3:24])[C:21]([O:27][CH2:28][N:8]1[C:9]2[C:4](=[CH:3][C:2]([Br:1])=[CH:11][CH:10]=2)[C:5]([CH3:14])([CH3:13])[CH2:6][C:7]1=[O:12])=[O:26].